The task is: Predict the reactants needed to synthesize the given product.. This data is from Full USPTO retrosynthesis dataset with 1.9M reactions from patents (1976-2016). (1) Given the product [ClH:26].[ClH:26].[NH2:7][CH2:8][C:9]([NH:11][CH:12]([C:19]1[CH:20]=[N:21][CH:22]=[CH:23][CH:24]=1)[CH2:13][C:14]([O:16][CH2:17][CH3:18])=[O:15])=[O:10], predict the reactants needed to synthesize it. The reactants are: CC(C)(OC([NH:7][CH2:8][C:9]([NH:11][CH:12]([C:19]1[CH:20]=[N:21][CH:22]=[CH:23][CH:24]=1)[CH2:13][C:14]([O:16][CH2:17][CH3:18])=[O:15])=[O:10])=O)C.[ClH:26]. (2) Given the product [N:38]1([C:41]2[C:46]([NH:47][C:55]3[C:64]4[C:59](=[CH:60][C:61]([F:66])=[CH:62][C:63]=4[F:65])[N:58]=[C:57]([C:67]4[CH:72]=[CH:71][CH:70]=[C:69]([CH3:73])[N:68]=4)[C:56]=3[CH3:74])=[CH:45][C:44]([N:48]3[CH2:49][CH2:50][O:51][CH2:52][CH2:53]3)=[CH:43][N:42]=2)[CH2:39][CH2:40][O:35][CH2:36][CH2:37]1, predict the reactants needed to synthesize it. The reactants are: C1(P(C2CCCCC2)C2C=CC=CC=2C2C(C(C)C)=CC(C(C)C)=CC=2C(C)C)CCCCC1.[O:35]1[CH2:40][CH2:39][N:38]([C:41]2[C:46]([NH2:47])=[CH:45][C:44]([N:48]3[CH2:53][CH2:52][O:51][CH2:50][CH2:49]3)=[CH:43][N:42]=2)[CH2:37][CH2:36]1.Cl[C:55]1[C:64]2[C:59](=[CH:60][C:61]([F:66])=[CH:62][C:63]=2[F:65])[N:58]=[C:57]([C:67]2[CH:72]=[CH:71][CH:70]=[C:69]([CH3:73])[N:68]=2)[C:56]=1[CH3:74].CC(C)([O-])C.[Na+]. (3) The reactants are: [N+:1]([C:4]1[CH:5]=[C:6]([C:10]2[O:14][C:13]([C:15]3[CH:24]=[CH:23][C:18]([C:19]([O:21][CH3:22])=[O:20])=[CH:17][CH:16]=3)=[N:12][N:11]=2)[CH:7]=[CH:8][CH:9]=1)([O-])=O.C1COCC1. Given the product [NH2:1][C:4]1[CH:5]=[C:6]([C:10]2[O:14][C:13]([C:15]3[CH:24]=[CH:23][C:18]([C:19]([O:21][CH3:22])=[O:20])=[CH:17][CH:16]=3)=[N:12][N:11]=2)[CH:7]=[CH:8][CH:9]=1, predict the reactants needed to synthesize it. (4) Given the product [N:6]1[CH:7]=[CH:2][CH:3]=[C:4]([S:8]([Cl:11])(=[O:10])=[O:9])[CH:5]=1, predict the reactants needed to synthesize it. The reactants are: Br[C:2]1[CH:3]=[C:4]([S:8]([Cl:11])(=[O:10])=[O:9])[CH:5]=[N:6][CH:7]=1.N1CCOCC1.